Dataset: Reaction yield outcomes from USPTO patents with 853,638 reactions. Task: Predict the reaction yield, written as a fraction of the theoretical maximum amount of product (1.0 means a 100% yield; for example, 0.34 means a 34% yield). The reactants are [Cl:1][C:2]1[CH:3]=[C:4]([CH:21]=[CH:22][C:23]=1[NH:24][C:25]([NH:27][CH3:28])=[O:26])[O:5][C:6]1[C:15]2[C:10](=[CH:11][C:12]([O:19][CH3:20])=[C:13]([C:16]([OH:18])=O)[CH:14]=2)[N:9]=[CH:8][CH:7]=1.CN.CO.[CH2:33]([N:35](CC)CC)C.F[P-](F)(F)(F)(F)F.CN([PH+](N(C)C)N(C)C)C. The catalyst is CN(C)C=O.O.C(OCC)(=O)C. The product is [CH3:33][NH:35][C:16]([C:13]1[CH:14]=[C:15]2[C:10](=[CH:11][C:12]=1[O:19][CH3:20])[N:9]=[CH:8][CH:7]=[C:6]2[O:5][C:4]1[CH:21]=[CH:22][C:23]([NH:24][C:25]([NH:27][CH3:28])=[O:26])=[C:2]([Cl:1])[CH:3]=1)=[O:18]. The yield is 0.820.